From a dataset of Reaction yield outcomes from USPTO patents with 853,638 reactions. Predict the reaction yield, written as a fraction of the theoretical maximum amount of product (1.0 means a 100% yield; for example, 0.34 means a 34% yield). (1) The reactants are [NH2:1][C:2]1[CH:15]=[CH:14][C:5]([O:6][C:7]2[CH:12]=[CH:11][N:10]=[C:9]([NH2:13])[CH:8]=2)=[CH:4][C:3]=1[F:16].[CH2:17]([N:19]([CH2:22][CH3:23])[CH2:20]C)[CH3:18].ClC(OC1C=CC=CC=1)=[O:26].N1CCCC1. The catalyst is O1CCCC1.CN(C)C=O. The product is [NH2:1][C:2]1[CH:15]=[CH:14][C:5]([O:6][C:7]2[CH:12]=[CH:11][N:10]=[C:9]([NH:13][C:20]([N:19]3[CH2:22][CH2:23][CH2:18][CH2:17]3)=[O:26])[CH:8]=2)=[CH:4][C:3]=1[F:16]. The yield is 0.130. (2) The reactants are [OH:1][C:2]1[CH:3]=[C:4]([CH:7]=[CH:8][CH:9]=1)[CH:5]=[O:6].N1C=CC=CC=1.[C:16](Cl)(=[O:21])[C:17]([CH3:20])([CH3:19])[CH3:18]. The catalyst is C1COCC1. The product is [C:16]([O:1][C:2]1[CH:9]=[CH:8][CH:7]=[C:4]([CH:5]=[O:6])[CH:3]=1)(=[O:21])[C:17]([CH3:20])([CH3:19])[CH3:18]. The yield is 0.930. (3) The yield is 0.370. The product is [CH3:1][N:2]([CH2:3][CH2:4][C:5]#[C:6][C:7]1[CH:12]=[CH:11][CH:10]=[CH:9][N:8]=1)[C:16](=[O:17])[C:15]1[CH:19]=[CH:20][CH:21]=[CH:22][C:14]=1[CH3:13]. No catalyst specified. The reactants are [CH3:1][NH:2][CH2:3][CH2:4][C:5]#[C:6][C:7]1[CH:12]=[CH:11][CH:10]=[CH:9][N:8]=1.[CH3:13][C:14]1[CH:22]=[CH:21][CH:20]=[CH:19][C:15]=1[C:16](Cl)=[O:17]. (4) The reactants are [I:1][C:2]1[CH:3]=[C:4]([CH:8]=[CH:9][C:10]=1[CH3:11])[C:5]([OH:7])=[O:6].OS(O)(=O)=O.[CH3:17]O. No catalyst specified. The product is [I:1][C:2]1[CH:3]=[C:4]([CH:8]=[CH:9][C:10]=1[CH3:11])[C:5]([O:7][CH3:17])=[O:6]. The yield is 0.980. (5) The reactants are C([O:4][CH2:5][C@@H:6]1[C@@H:11]([O:12]C(=O)C)[C@H:10]([O:16]C(=O)C)[C@H:9]([O:20]C(=O)C)[C@@H:8]([CH2:24]/[CH:25]=[CH:26]/[C:27]2[CH:32]=[CH:31][C:30]([C:33]#[C:34][C:35]3[CH:40]=[CH:39][C:38]([C@@H:41]4[C@@H:46]([O:47]C(=O)C)[C@@H:45]([O:51]C(=O)C)[C@H:44]([O:55]C(=O)C)[C@@H:43]([CH2:59][O:60]C(=O)C)[O:42]4)=[CH:37][CH:36]=3)=[CH:29][CH:28]=2)[O:7]1)(=O)C.CO[Na]. The catalyst is CO. The product is [OH:4][CH2:5][C@@H:6]1[C@@H:11]([OH:12])[C@H:10]([OH:16])[C@H:9]([OH:20])[C@@H:8]([CH2:24]/[CH:25]=[CH:26]/[C:27]2[CH:28]=[CH:29][C:30]([C:33]#[C:34][C:35]3[CH:40]=[CH:39][C:38]([C@@H:41]4[C@@H:46]([OH:47])[C@@H:45]([OH:51])[C@H:44]([OH:55])[C@@H:43]([CH2:59][OH:60])[O:42]4)=[CH:37][CH:36]=3)=[CH:31][CH:32]=2)[O:7]1. The yield is 0.200. (6) The reactants are [NH:1]1[C:5]2=[CH:6][N:7]=[CH:8][CH:9]=[C:4]2[CH:3]=[CH:2]1.C(N(CC)CC)C.[C:17](O[C:17]([O:19][C:20]([CH3:23])([CH3:22])[CH3:21])=[O:18])([O:19][C:20]([CH3:23])([CH3:22])[CH3:21])=[O:18].O. The catalyst is C(Cl)Cl. The product is [N:1]1([C:17]([O:19][C:20]([CH3:23])([CH3:22])[CH3:21])=[O:18])[C:5]2=[CH:6][N:7]=[CH:8][CH:9]=[C:4]2[CH:3]=[CH:2]1. The yield is 0.953. (7) The reactants are F[C:2]1[CH:9]=[C:8](F)[CH:7]=[CH:6][C:3]=1[C:4]#[N:5].[O-:11][CH2:12][CH3:13].[K+].C1C[O:18][CH2:17][CH2:16]1. No catalyst specified. The product is [CH2:12]([O:11][C:2]1[CH:9]=[C:8]([O:18][CH2:17][CH3:16])[CH:7]=[CH:6][C:3]=1[C:4]#[N:5])[CH3:13]. The yield is 0.960. (8) The reactants are [CH:1]1([N:7]=[C:8]=[O:9])[CH2:6][CH2:5][CH2:4][CH2:3][CH2:2]1.Cl.[CH:11]1([CH2:14][CH2:15][NH2:16])[CH2:13][CH2:12]1.C(N(CC)CC)C. The catalyst is C(Cl)(Cl)Cl. The product is [CH:1]1([NH:7][C:8]([NH:16][CH2:15][CH2:14][CH:11]2[CH2:13][CH2:12]2)=[O:9])[CH2:6][CH2:5][CH2:4][CH2:3][CH2:2]1. The yield is 0.590. (9) The reactants are [CH3:1][O:2][C:3]1[C:12]2[N:11]=[C:10]([NH:13][C:14]([C:16]3[CH:17]=[N:18][CH:19]=[CH:20][CH:21]=3)=[O:15])[N:9]3[CH2:22][CH2:23][N:24]=[C:8]3[C:7]=2[CH:6]=[CH:5][C:4]=1[O:25][CH2:26][CH2:27][CH:28]1[O:33][CH2:32][CH2:31][N:30](C(OC(C)(C)C)=O)[CH2:29]1. The yield is 0.690. The catalyst is FC(F)(F)C(O)=O. The product is [CH3:1][O:2][C:3]1[C:12]2[N:11]=[C:10]([NH:13][C:14](=[O:15])[C:16]3[CH:21]=[CH:20][CH:19]=[N:18][CH:17]=3)[N:9]3[CH2:22][CH2:23][N:24]=[C:8]3[C:7]=2[CH:6]=[CH:5][C:4]=1[O:25][CH2:26][CH2:27][CH:28]1[O:33][CH2:32][CH2:31][NH:30][CH2:29]1.